From a dataset of Reaction yield outcomes from USPTO patents with 853,638 reactions. Predict the reaction yield, written as a fraction of the theoretical maximum amount of product (1.0 means a 100% yield; for example, 0.34 means a 34% yield). (1) The yield is 0.580. The catalyst is CC(C)=O. The product is [CH3:1][S:2]([O:5][C:6]1[CH:7]=[CH:8][C:9]([N+:13]([O-:15])=[O:14])=[C:10]([CH:11]=1)[O:12][CH2:24][CH2:23][Br:22])(=[O:3])=[O:4]. The reactants are [CH3:1][S:2]([O:5][C:6]1[CH:7]=[CH:8][C:9]([N+:13]([O-:15])=[O:14])=[C:10]([OH:12])[CH:11]=1)(=[O:4])=[O:3].C([O-])([O-])=O.[K+].[K+].[Br:22][CH2:23][CH2:24]Br. (2) The reactants are [F:1][C:2]1[CH:7]=[CH:6][C:5]([F:8])=[CH:4][C:3]=1[C@H:9]1[CH2:13][CH2:12][CH2:11][N:10]1[C:14]1[CH:15]=[CH:16][C:17]2[N:18]([C:20]([NH2:23])=[CH:21][N:22]=2)[N:19]=1.[C:24]([C:26]1[CH:27]=[C:28]([N:32]=[C:33]=[O:34])[CH:29]=[CH:30][CH:31]=1)#[N:25]. The catalyst is C(Cl)Cl. The product is [C:24]([C:26]1[CH:27]=[C:28]([NH:32][C:33]([NH:23][C:20]2[N:18]3[N:19]=[C:14]([N:10]4[CH2:11][CH2:12][CH2:13][C@@H:9]4[C:3]4[CH:4]=[C:5]([F:8])[CH:6]=[CH:7][C:2]=4[F:1])[CH:15]=[CH:16][C:17]3=[N:22][CH:21]=2)=[O:34])[CH:29]=[CH:30][CH:31]=1)#[N:25]. The yield is 0.370. (3) The reactants are [OH:1][CH2:2][CH2:3][CH2:4][C:5]1[CH:6]=[CH:7][C:8]2[N:12]=[C:11]([CH2:13][NH:14][C:15]3[CH:20]=[CH:19][CH:18]=[CH:17][C:16]=3/[CH:21]=[CH:22]/[C:23]([O:25]C)=O)[NH:10][C:9]=2[CH:27]=1.[NH2:28][OH:29].[OH-].[Na+].Cl. The catalyst is C1COCC1.CO. The product is [OH:29][NH:28][C:23](=[O:25])/[CH:22]=[CH:21]/[C:16]1[CH:17]=[CH:18][CH:19]=[CH:20][C:15]=1[NH:14][CH2:13][C:11]1[NH:10][C:9]2[CH:27]=[C:5]([CH2:4][CH2:3][CH2:2][OH:1])[CH:6]=[CH:7][C:8]=2[N:12]=1. The yield is 0.100. (4) The reactants are CN(C)C=O.[C:6](Cl)(=O)[C:7]([Cl:9])=[O:8].[CH3:12][O:13][C:14]1[CH:15]=[C:16](CC(O)=O)[CH:17]=[CH:18][C:19]=1[O:20][CH3:21]. The catalyst is ClCCl. The product is [CH3:12][O:13][C:14]1[CH:15]=[C:16]([CH2:6][C:7]([Cl:9])=[O:8])[CH:17]=[CH:18][C:19]=1[O:20][CH3:21]. The yield is 0.960. (5) The reactants are [N:1]1[CH:6]=[CH:5][CH:4]=[CH:3][C:2]=1[C:7]([OH:9])=O.C1C=CC2N(O)N=NC=2C=1.CCN=C=NCCCN(C)C.C(N(CC)CC)C.[NH2:38][CH:39]1[CH:44]([OH:45])[CH2:43][CH2:42][CH:41]([C:46]2[CH:47]=[C:48]([CH:51]=[C:52]([F:54])[CH:53]=2)[C:49]#[N:50])[CH2:40]1. The catalyst is ClCCl. The product is [C:49]([C:48]1[CH:47]=[C:46]([CH:41]2[CH2:40][CH:39]([NH:38][C:7](=[O:9])[C:2]3[CH:3]=[CH:4][CH:5]=[CH:6][N:1]=3)[CH:44]([OH:45])[CH2:43][CH2:42]2)[CH:53]=[C:52]([F:54])[CH:51]=1)#[N:50]. The yield is 0.800. (6) The reactants are [C:1]([O:7][CH2:8][N:9]=[N+:10]=[N-:11])(=[O:6])[C:2]([CH3:5])([CH3:4])[CH3:3].[C:12]([C:14]1[CH:19]=[C:18]([O:20][C:21]2[CH:26]=[CH:25][C:24]([NH2:27])=[C:23]([F:28])[CH:22]=2)[CH:17]=[CH:16][N:15]=1)#[CH:13].O=C1O[C@H]([C@H](CO)O)C([O-])=C1O.[Na+]. The catalyst is C(O)(C)(C)C.O.CCOC(C)=O.S([O-])([O-])(=O)=O.[Cu+2]. The product is [C:1]([O:7][CH2:8][N:9]1[CH:13]=[C:12]([C:14]2[CH:19]=[C:18]([O:20][C:21]3[CH:26]=[CH:25][C:24]([NH2:27])=[C:23]([F:28])[CH:22]=3)[CH:17]=[CH:16][N:15]=2)[N:11]=[N:10]1)(=[O:6])[C:2]([CH3:5])([CH3:4])[CH3:3]. The yield is 0.900. (7) The reactants are [CH3:1][O:2][CH2:3][C:4]([OH:6])=O.[N+:7]([C:10]1[CH:16]=[CH:15][C:13]([NH2:14])=[CH:12][CH:11]=1)([O-:9])=[O:8].F[P-](F)(F)(F)(F)F.ClC1N(C)C=C[N+]=1C.C(N(CC)CC)C. The catalyst is ClCCl. The product is [CH3:1][O:2][CH2:3][C:4]([NH:14][C:13]1[CH:15]=[CH:16][C:10]([N+:7]([O-:9])=[O:8])=[CH:11][CH:12]=1)=[O:6]. The yield is 0.710.